Dataset: CYP2C19 inhibition data for predicting drug metabolism from PubChem BioAssay. Task: Regression/Classification. Given a drug SMILES string, predict its absorption, distribution, metabolism, or excretion properties. Task type varies by dataset: regression for continuous measurements (e.g., permeability, clearance, half-life) or binary classification for categorical outcomes (e.g., BBB penetration, CYP inhibition). Dataset: cyp2c19_veith. (1) The compound is COc1cc(N)c(Cl)cc1C(=O)CCC1CCN(CCNS(C)(=O)=O)CC1. The result is 1 (inhibitor). (2) The molecule is O=C(c1ccncc1)N1CCC[C@@]2(CCN(c3ccncc3)C2)C1. The result is 0 (non-inhibitor). (3) The drug is CCNc1ncc2nc(-c3ccccc3)c(=O)n(C)c2n1. The result is 0 (non-inhibitor). (4) The drug is CCCC(=O)Nc1nc2n(n1)C(c1ccccc1)CC(=O)N2. The result is 0 (non-inhibitor). (5) The molecule is Cc1ccc(-n2ccnc2SCC(=O)N(CC(C)C)C2CCS(=O)(=O)C2)c(C)c1. The result is 1 (inhibitor). (6) The molecule is Nc1ncnc2c1ncn2[C@H]1O[C@@H](C(=O)O)[C@@H](O)[C@H]1O. The result is 0 (non-inhibitor).